From a dataset of Full USPTO retrosynthesis dataset with 1.9M reactions from patents (1976-2016). Predict the reactants needed to synthesize the given product. (1) Given the product [CH3:23][O:24]/[CH:25]=[CH:17]/[C:13]1[N:12]=[C:11]2[CH2:10][O:9][C:8](=[O:7])[C:16]2=[CH:15][CH:14]=1.[CH3:23][O:24]/[CH:25]=[CH:17]\[C:13]1[N:12]=[C:11]2[CH2:10][O:9][C:8](=[O:7])[C:16]2=[CH:15][CH:14]=1, predict the reactants needed to synthesize it. The reactants are: CC(C)([O-])C.[K+].[O:7]=[C:8]1[C:16]2[C:11](=[N:12][C:13]([CH:17]=O)=[CH:14][CH:15]=2)[CH2:10][O:9]1.[NH4+].[Cl-].C1[CH2:25][O:24][CH2:23]C1. (2) Given the product [CH3:16][N:17]([CH2:25][C:26]([F:29])([F:27])[F:28])[C:18]1[N:19]=[CH:20][C:21]([NH:24][C:13]([C:3]2[C:2]([CH3:1])=[N:6][N:5]([C:7]3[CH:8]=[CH:9][CH:10]=[CH:11][CH:12]=3)[N:4]=2)=[O:15])=[CH:22][CH:23]=1, predict the reactants needed to synthesize it. The reactants are: [CH3:1][C:2]1[C:3]([C:13]([OH:15])=O)=[N:4][N:5]([C:7]2[CH:12]=[CH:11][CH:10]=[CH:9][CH:8]=2)[N:6]=1.[CH3:16][N:17]([CH2:25][C:26]([F:29])([F:28])[F:27])[C:18]1[CH:23]=[CH:22][C:21]([NH2:24])=[CH:20][N:19]=1.